Task: Regression/Classification. Given a drug SMILES string, predict its absorption, distribution, metabolism, or excretion properties. Task type varies by dataset: regression for continuous measurements (e.g., permeability, clearance, half-life) or binary classification for categorical outcomes (e.g., BBB penetration, CYP inhibition). Dataset: cyp2c19_veith.. Dataset: CYP2C19 inhibition data for predicting drug metabolism from PubChem BioAssay The drug is Cc1nc(SCc2cccc(Oc3ccccc3)c2)n[nH]1. The result is 1 (inhibitor).